Dataset: Full USPTO retrosynthesis dataset with 1.9M reactions from patents (1976-2016). Task: Predict the reactants needed to synthesize the given product. (1) Given the product [CH2:42]([O:41][C:40]([NH:39][CH:36]1[C:11]2[C:2](=[CH:3][C:4]([O:12][CH3:13])=[C:5]([C:6]([O:8][CH3:9])=[O:7])[CH:10]=2)[NH:1][CH:17]([CH:14]2[CH2:15][CH2:16]2)[CH:37]1[CH3:38])=[O:49])[C:43]1[CH:48]=[CH:47][CH:46]=[CH:45][CH:44]=1, predict the reactants needed to synthesize it. The reactants are: [NH2:1][C:2]1[CH:11]=[CH:10][C:5]([C:6]([O:8][CH3:9])=[O:7])=[C:4]([O:12][CH3:13])[CH:3]=1.[CH:14]1([CH:17]=O)[CH2:16][CH2:15]1.P(O)(OC1C=CC=CC=1)(OC1C=CC=CC=1)=O.[CH:36](/[NH:39][C:40](=[O:49])[O:41][CH2:42][C:43]1[CH:48]=[CH:47][CH:46]=[CH:45][CH:44]=1)=[CH:37]\[CH3:38]. (2) Given the product [OH:10][C:3]1[C:4]([CH:11]=[O:12])=[C:5]([CH3:9])[CH:6]=[C:7]([CH3:8])[C:2]=1[CH3:1], predict the reactants needed to synthesize it. The reactants are: [CH3:1][C:2]1[C:7]([CH3:8])=[CH:6][C:5]([CH3:9])=[CH:4][C:3]=1[OH:10].[CH2:11]=[O:12].[Mg+2].[Cl-].[Cl-]. (3) Given the product [CH3:7][CH:8]([CH3:24])[C:9]([NH:11][C:12]1[CH:17]=[CH:16][CH:15]=[C:14]([CH:18]2[CH2:23][CH2:22][N:21]([CH2:26][CH2:27][CH2:28][C:29]([C:31]3[CH:32]=[CH:33][C:34]([CH3:37])=[CH:35][CH:36]=3)=[O:30])[CH2:20][CH2:19]2)[CH:13]=1)=[O:10], predict the reactants needed to synthesize it. The reactants are: C([O-])([O-])=O.[K+].[K+].[CH3:7][CH:8]([CH3:24])[C:9]([NH:11][C:12]1[CH:17]=[CH:16][CH:15]=[C:14]([CH:18]2[CH2:23][CH2:22][NH:21][CH2:20][CH2:19]2)[CH:13]=1)=[O:10].Cl[CH2:26][CH2:27][CH2:28][C:29]([C:31]1[CH:36]=[CH:35][C:34]([CH3:37])=[CH:33][CH:32]=1)=[O:30]. (4) Given the product [NH2:8][C:9]1[CH:14]=[CH:13][C:12]([CH2:15][C:16]([NH:18][C:19]2[O:23][N:22]=[C:21]([C:24]3[CH:29]=[CH:28][C:27]([F:30])=[CH:26][CH:25]=3)[C:20]=2[C:31]2[CH:36]=[CH:35][N:34]=[CH:33][N:32]=2)=[O:17])=[CH:11][CH:10]=1, predict the reactants needed to synthesize it. The reactants are: C(OC([NH:8][C:9]1[CH:14]=[CH:13][C:12]([CH2:15][C:16]([NH:18][C:19]2[O:23][N:22]=[C:21]([C:24]3[CH:29]=[CH:28][C:27]([F:30])=[CH:26][CH:25]=3)[C:20]=2[C:31]2[CH:36]=[CH:35][N:34]=[CH:33][N:32]=2)=[O:17])=[CH:11][CH:10]=1)=O)(C)(C)C.C(O)(C(F)(F)F)=O.C(=O)([O-])O.[Na+]. (5) Given the product [C:30]([C:32]1([NH:35][C:36]([C@@H:38]2[CH2:39][C@@H:15]([S:14][C:11]3[CH:12]=[CH:13][C:8]([C:6]4[CH:5]=[CH:4][N:3]=[C:2]([CH3:1])[CH:7]=4)=[CH:9][C:10]=3[C:20]([F:22])([F:21])[F:23])[CH2:41][N:42]2[C:43]([C:45]2([CH3:48])[CH2:46][CH2:47]2)=[O:44])=[O:37])[CH2:33][CH2:34]1)#[N:31], predict the reactants needed to synthesize it. The reactants are: [CH3:1][C:2]1[CH:7]=[C:6]([C:8]2[CH:13]=[CH:12][C:11]([S:14][CH2:15]CC(N)=O)=[C:10]([C:20]([F:23])([F:22])[F:21])[CH:9]=2)[CH:5]=[CH:4][N:3]=1.CC(C)([O-])C.[Na+].[C:30]([C:32]1([NH:35][C:36]([C@H:38]2[N:42]([C:43]([C:45]3([CH3:48])[CH2:47][CH2:46]3)=[O:44])[CH2:41][C@@H](OS(C3C=CC=CC=3)(=O)=O)[CH2:39]2)=[O:37])[CH2:34][CH2:33]1)#[N:31]. (6) Given the product [CH:14]([C:13]1[CH:16]=[CH:17][C:10]([O:9][C:6]2[CH:7]=[CH:8][C:3]([C:2]([F:19])([F:18])[F:1])=[CH:4][CH:5]=2)=[CH:11][CH:12]=1)=[CH2:22], predict the reactants needed to synthesize it. The reactants are: [F:1][C:2]([F:19])([F:18])[C:3]1[CH:8]=[CH:7][C:6]([O:9][C:10]2[CH:17]=[CH:16][C:13]([CH:14]=O)=[CH:12][CH:11]=2)=[CH:5][CH:4]=1.[H-].[Na+].[CH2:22]1COCC1. (7) Given the product [Br:1][C:2]1[CH:10]=[CH:9][C:5]([C:6]([N:16]2[CH2:19][CH2:18][CH2:17]2)=[O:8])=[C:4]([O:11][C:12]([F:15])([F:14])[F:13])[CH:3]=1, predict the reactants needed to synthesize it. The reactants are: [Br:1][C:2]1[CH:10]=[CH:9][C:5]([C:6]([OH:8])=O)=[C:4]([O:11][C:12]([F:15])([F:14])[F:13])[CH:3]=1.[NH:16]1[CH2:19][CH2:18][CH2:17]1. (8) Given the product [F:26][C:24]([F:27])([F:25])[C:21]1[CH:22]=[CH:23][C:18]([N:16]2[C:17]([CH2:1][N:3]3[CH2:8][CH2:7][O:6][CH2:5][CH2:4]3)=[N:15][N:14]=[N:13]2)=[N:19][CH:20]=1, predict the reactants needed to synthesize it. The reactants are: [CH2:1]=O.[NH:3]1[CH2:8][CH2:7][O:6][CH2:5][CH2:4]1.C[Si]([N:13]=[N+:14]=[N-:15])(C)C.[N+:16]([C:18]1[CH:23]=[CH:22][C:21]([C:24]([F:27])([F:26])[F:25])=[CH:20][N:19]=1)#[C-:17]. (9) Given the product [CH3:1][O:2][C:3]([C:5]1[S:6][CH:7]=[CH:8][C:9]=1[NH:10][C:18]([O:20][CH2:21][CH3:22])=[O:19])=[O:4], predict the reactants needed to synthesize it. The reactants are: [CH3:1][O:2][C:3]([C:5]1[S:6][CH:7]=[CH:8][C:9]=1[NH2:10])=[O:4].C([O-])([O-])=O.[K+].[K+].Cl[C:18]([O:20][CH2:21][CH3:22])=[O:19].